From a dataset of Reaction yield outcomes from USPTO patents with 853,638 reactions. Predict the reaction yield, written as a fraction of the theoretical maximum amount of product (1.0 means a 100% yield; for example, 0.34 means a 34% yield). (1) The reactants are [S:1]1[C:5]([C:6]2[C:7]([O:27][CH3:28])=[CH:8][C:9]([O:25][CH3:26])=[C:10](/[CH:12]=[CH:13]/[C:14]([C:16]3[CH:24]=[CH:23][C:19]([C:20](O)=[O:21])=[CH:18][CH:17]=3)=[O:15])[CH:11]=2)=[CH:4][C:3]2[CH:29]=[CH:30][CH:31]=[CH:32][C:2]1=2.[N:33]1([CH2:39][CH2:40][NH2:41])[CH2:38][CH2:37][O:36][CH2:35][CH2:34]1.Cl.C(N=C=N)C. The catalyst is ClCCl.[Cl-].[Na+].O. The product is [S:1]1[C:5]([C:6]2[C:7]([O:27][CH3:28])=[CH:8][C:9]([O:25][CH3:26])=[C:10](/[CH:12]=[CH:13]/[C:14]([C:16]3[CH:24]=[CH:23][C:19]([C:20]([NH:41][CH2:40][CH2:39][N:33]4[CH2:38][CH2:37][O:36][CH2:35][CH2:34]4)=[O:21])=[CH:18][CH:17]=3)=[O:15])[CH:11]=2)=[CH:4][C:3]2[CH:29]=[CH:30][CH:31]=[CH:32][C:2]1=2. The yield is 0.770. (2) The reactants are C1(=O)NC(=O)C2=CC=CC=C12.O.NN.[CH3:15][O:16][CH2:17][C@@H:18]([NH2:20])[CH3:19].[C:21]([O:25][C:26]([NH:28][C@H:29]([C:33]1[CH:38]=[CH:37][CH:36]=[CH:35][CH:34]=1)[C:30](O)=[O:31])=[O:27])([CH3:24])([CH3:23])[CH3:22].CN1CCOCC1. The catalyst is CCO.C1COCC1. The product is [C:21]([O:25][C:26](=[O:27])[NH:28][C@@H:29]([C:30](=[O:31])[NH:20][C@@H:18]([CH3:19])[CH2:17][O:16][CH3:15])[C:33]1[CH:38]=[CH:37][CH:36]=[CH:35][CH:34]=1)([CH3:24])([CH3:22])[CH3:23]. The yield is 0.980. (3) The reactants are [Si:1]([O:8][C:9]1[CH:10]=[C:11]([CH:14]=[CH:15][CH:16]=1)[CH:12]=O)([C:4]([CH3:7])([CH3:6])[CH3:5])([CH3:3])[CH3:2].Cl.[NH2:18][C@H:19]([CH3:24])[C:20]([O:22][CH3:23])=[O:21]. No catalyst specified. The product is [Si:1]([O:8][C:9]1[CH:10]=[C:11]([CH:14]=[CH:15][CH:16]=1)[CH2:12][NH:18][C@H:19]([CH3:24])[C:20]([O:22][CH3:23])=[O:21])([C:4]([CH3:7])([CH3:6])[CH3:5])([CH3:3])[CH3:2]. The yield is 0.820. (4) The reactants are [N:1]([O-])=O.[Na+].[NH2:5][C:6]1[C:7]([CH3:17])=[CH:8][C:9]([Cl:16])=[C:10]([CH:15]=1)[C:11]([O:13][CH3:14])=[O:12].[Sn](Cl)Cl. The catalyst is O.Cl. The product is [Cl:16][C:9]1[CH:8]=[C:7]([CH3:17])[C:6]([NH:5][NH2:1])=[CH:15][C:10]=1[C:11]([O:13][CH3:14])=[O:12]. The yield is 0.620. (5) The reactants are [OH:1][C:2]1[CH:3]=[C:4]([CH2:8][N:9]2[CH2:14][CH2:13][N:12]([C:15]3[C:20]([C:21]([O:23][CH:24]([CH3:26])[CH3:25])=[O:22])=[CH:19][CH:18]=[CH:17][N:16]=3)[CH2:11][CH2:10]2)[CH:5]=[CH:6][CH:7]=1.[CH3:27][O:28][C:29]1[CH:34]=[CH:33][CH:32]=[CH:31][C:30]=1[CH2:35]O.C1(P(C2C=CC=CC=2)C2C=CC=CC=2)C=CC=CC=1.[Cl:56]CCl. No catalyst specified. The product is [ClH:56].[CH3:25][CH:24]([O:23][C:21]([C:20]1[C:15]([N:12]2[CH2:13][CH2:14][N:9]([CH2:8][C:4]3[CH:5]=[CH:6][CH:7]=[C:2]([O:1][CH2:35][C:30]4[CH:31]=[CH:32][CH:33]=[CH:34][C:29]=4[O:28][CH3:27])[CH:3]=3)[CH2:10][CH2:11]2)=[N:16][CH:17]=[CH:18][CH:19]=1)=[O:22])[CH3:26]. The yield is 0.330. (6) The reactants are [OH:1][C:2]1[CH:11]=[CH:10][C:9]2[C:4](=[CH:5][CH:6]=[CH:7][CH:8]=2)[N:3]=1.[I-].C[N+]1C=CN([C:19](=[O:28])[N:20]([CH3:27])[C:21]2[CH:26]=[CH:25][CH:24]=[CH:23][CH:22]=2)C=1.C(N(CC)CC)C. The catalyst is C(#N)C. The product is [N:3]1[C:4]2[C:9](=[CH:8][CH:7]=[CH:6][CH:5]=2)[CH:10]=[CH:11][C:2]=1[O:1][C:19](=[O:28])[N:20]([CH3:27])[C:21]1[CH:26]=[CH:25][CH:24]=[CH:23][CH:22]=1. The yield is 0.400. (7) The reactants are [NH2:1][C:2]1[CH:3]=[C:4]([CH:21]=[CH:22][C:23]=1[CH3:24])[O:5][C:6]1[CH:7]=[CH:8][C:9]2[N:10]([CH:12]=[C:13]([NH:15][C:16]([CH:18]3[CH2:20][CH2:19]3)=[O:17])[N:14]=2)[N:11]=1.[CH:25]1([C:30](Cl)=[O:31])[CH2:29][CH2:28][CH2:27][CH2:26]1. The catalyst is CN(C)C(=O)C. The product is [CH:18]1([C:16]([NH:15][C:13]2[N:14]=[C:9]3[CH:8]=[CH:7][C:6]([O:5][C:4]4[CH:21]=[CH:22][C:23]([CH3:24])=[C:2]([NH:1][C:30]([CH:25]5[CH2:29][CH2:28][CH2:27][CH2:26]5)=[O:31])[CH:3]=4)=[N:11][N:10]3[CH:12]=2)=[O:17])[CH2:20][CH2:19]1. The yield is 0.460.